Task: Predict the product of the given reaction.. Dataset: Forward reaction prediction with 1.9M reactions from USPTO patents (1976-2016) (1) Given the reactants [NH2:1][CH:2]([CH3:11])[CH:3]([C:5]1[CH:6]=[N:7][CH:8]=[CH:9][CH:10]=1)[OH:4].Cl[C:13](Cl)([O:15]C(=O)OC(Cl)(Cl)Cl)Cl, predict the reaction product. The product is: [CH3:11][CH:2]1[CH:3]([C:5]2[CH:6]=[N:7][CH:8]=[CH:9][CH:10]=2)[O:4][C:13](=[O:15])[NH:1]1. (2) The product is: [C:1]([O:5][C:6]([N:8]1[CH2:13][CH2:12][CH:11]([NH:14][CH2:25][C:22]2[CH:21]=[CH:20][C:17]([CH3:18])=[C:16]([F:15])[C:23]=2[F:24])[CH2:10][CH2:9]1)=[O:7])([CH3:4])([CH3:2])[CH3:3]. Given the reactants [C:1]([O:5][C:6]([N:8]1[CH2:13][CH2:12][CH:11]([NH2:14])[CH2:10][CH2:9]1)=[O:7])([CH3:4])([CH3:3])[CH3:2].[F:15][C:16]1[C:23]([F:24])=[C:22]([CH3:25])[CH:21]=[CH:20][C:17]=1[CH:18]=O.[BH4-].[Na+].C(O)(=O)C, predict the reaction product. (3) Given the reactants C(N(CC)CC)C.[CH:8]([C:10]1[C:18]2[C:13](=[N:14][C:15]([CH3:19])=[CH:16][CH:17]=2)[N:12](C(OC(C)(C)C)=O)[CH:11]=1)=[O:9].[CH:27](=[N:34][C:35]1[CH:40]=[C:39]([O:41][CH3:42])[CH:38]=[C:37]([O:43][CH3:44])[CH:36]=1)[C:28]1[CH:33]=[CH:32][CH:31]=[CH:30][CH:29]=1, predict the reaction product. The product is: [CH3:44][O:43][C:37]1[CH:36]=[C:35]([NH:34][CH:27]([C:28]2[CH:33]=[CH:32][CH:31]=[CH:30][CH:29]=2)[C:8]([C:10]2[C:18]3[C:13](=[N:14][C:15]([CH3:19])=[CH:16][CH:17]=3)[NH:12][CH:11]=2)=[O:9])[CH:40]=[C:39]([O:41][CH3:42])[CH:38]=1. (4) Given the reactants [CH2:1]([O:3][C:4]([C:6]1[S:10][C:9]([NH2:11])=[N:8][C:7]=1[CH3:12])=[O:5])[CH3:2].C(N(CC)CC)C.[C:20]1([C:26](Cl)([C:33]2[CH:38]=[CH:37][CH:36]=[CH:35][CH:34]=2)[C:27]2[CH:32]=[CH:31][CH:30]=[CH:29][CH:28]=2)[CH:25]=[CH:24][CH:23]=[CH:22][CH:21]=1, predict the reaction product. The product is: [CH2:1]([O:3][C:4]([C:6]1[S:10][C:9]([NH:11][C:26]([C:20]2[CH:25]=[CH:24][CH:23]=[CH:22][CH:21]=2)([C:33]2[CH:34]=[CH:35][CH:36]=[CH:37][CH:38]=2)[C:27]2[CH:28]=[CH:29][CH:30]=[CH:31][CH:32]=2)=[N:8][C:7]=1[CH3:12])=[O:5])[CH3:2]. (5) Given the reactants [CH2:1]([O:3][C:4](=[O:15])[C:5](=O)[CH2:6][C:7]([C:9]1[O:10][CH:11]=[CH:12][CH:13]=1)=O)[CH3:2].[Cl:16][C:17]1[S:21][C:20]([C:22]2[O:26][N:25]=[C:24]([CH2:27][NH:28][NH2:29])[CH:23]=2)=[CH:19][CH:18]=1, predict the reaction product. The product is: [CH2:1]([O:3][C:4]([C:5]1[CH:6]=[C:7]([C:9]2[O:10][CH:11]=[CH:12][CH:13]=2)[N:28]([CH2:27][C:24]2[CH:23]=[C:22]([C:20]3[S:21][C:17]([Cl:16])=[CH:18][CH:19]=3)[O:26][N:25]=2)[N:29]=1)=[O:15])[CH3:2]. (6) Given the reactants ClC[CH2:3][C:4]([CH3:9])([CH3:8])[C:5]([O-:7])=[O:6].[CH2:10]([O:17][C:18]1[C:27](=[O:28])[C:26]2[C:21](=[CH:22][C:23]([O:30][CH2:31][C:32]3[CH:37]=[CH:36][CH:35]=[CH:34][CH:33]=3)=[CH:24][C:25]=2[OH:29])[O:20][C:19]=1[C:38]1[CH:43]=[CH:42][C:41]([O:44][CH2:45][C:46]2[CH:51]=[CH:50][CH:49]=[CH:48][CH:47]=2)=[C:40]([OH:52])[CH:39]=1)[C:11]1[CH:16]=[CH:15][CH:14]=[CH:13][CH:12]=1.[C:53](=O)([O-])[O-].[K+].[K+], predict the reaction product. The product is: [C:5]([O:7][CH2:53][O:52][C:40]1[CH:39]=[C:38]([C:19]2[O:20][C:21]3[C:26]([C:27](=[O:28])[C:18]=2[O:17][CH2:10][C:11]2[CH:16]=[CH:15][CH:14]=[CH:13][CH:12]=2)=[C:25]([OH:29])[CH:24]=[C:23]([O:30][CH2:31][C:32]2[CH:37]=[CH:36][CH:35]=[CH:34][CH:33]=2)[CH:22]=3)[CH:43]=[CH:42][C:41]=1[O:44][CH2:45][C:46]1[CH:47]=[CH:48][CH:49]=[CH:50][CH:51]=1)(=[O:6])[C:4]([CH3:9])([CH3:8])[CH3:3]. (7) Given the reactants Cl[C:2]1[N:10]=[C:9]([C:11]([F:14])([F:13])[F:12])[CH:8]=[CH:7][C:3]=1[C:4]([OH:6])=[O:5].[CH3:15][O-:16].[Na+].O.Cl, predict the reaction product. The product is: [CH3:15][O:16][C:2]1[N:10]=[C:9]([C:11]([F:14])([F:13])[F:12])[CH:8]=[CH:7][C:3]=1[C:4]([OH:6])=[O:5].